This data is from Full USPTO retrosynthesis dataset with 1.9M reactions from patents (1976-2016). The task is: Predict the reactants needed to synthesize the given product. Given the product [CH2:24]([N:12]([C@H:9]([CH2:10][OH:11])[CH2:8][C:5]1[CH:6]=[CH:7][C:2]([NH:1][C:34]([NH:33][CH2:31][CH3:32])=[O:35])=[CH:3][CH:4]=1)[CH2:13][C@H:14]([OH:23])[CH2:15][O:16][C:17]1[CH:18]=[CH:19][CH:20]=[CH:21][CH:22]=1)[C:25]1[CH:26]=[CH:27][CH:28]=[CH:29][CH:30]=1, predict the reactants needed to synthesize it. The reactants are: [NH2:1][C:2]1[CH:7]=[CH:6][C:5]([CH2:8][C@H:9]([N:12]([CH2:24][C:25]2[CH:30]=[CH:29][CH:28]=[CH:27][CH:26]=2)[CH2:13][C@H:14]([OH:23])[CH2:15][O:16][C:17]2[CH:22]=[CH:21][CH:20]=[CH:19][CH:18]=2)[CH2:10][OH:11])=[CH:4][CH:3]=1.[CH2:31]([N:33]=[C:34]=[O:35])[CH3:32].